This data is from Full USPTO retrosynthesis dataset with 1.9M reactions from patents (1976-2016). The task is: Predict the reactants needed to synthesize the given product. (1) Given the product [ClH:16].[C:33]([C:30]1[CH:29]=[CH:28][C:27]([CH2:26][NH:25][C:23](=[O:24])[CH:22]([N:19]2[CH:20]=[CH:21][C:17]([C:11]3[CH:12]=[C:13]([Cl:16])[CH:14]=[CH:15][C:10]=3[OH:9])=[N:18]2)[O:36][CH2:37][CH3:38])=[CH:32][CH:31]=1)(=[NH:34])[NH2:35], predict the reactants needed to synthesize it. The reactants are: Cl.C([O:9][C:10]1[CH:15]=[CH:14][C:13]([Cl:16])=[CH:12][C:11]=1[C:17]1[CH:21]=[CH:20][N:19]([CH:22]([O:36][CH2:37][CH3:38])[C:23]([NH:25][CH2:26][C:27]2[CH:32]=[CH:31][C:30]([C:33](=[NH:35])[NH2:34])=[CH:29][CH:28]=2)=[O:24])[N:18]=1)C1C=CC=CC=1. (2) Given the product [C:18]([O:17][C:15]([N:12]1[CH2:13][CH2:14][CH:9]([O:8][C:5]2[CH:6]=[N:7][C:2]([N:22]3[C:30]4[C:25](=[CH:26][C:27]([NH:31][C:32]([O:33][CH2:34][CH3:35])=[O:36])=[CH:28][CH:29]=4)[CH:24]=[CH:23]3)=[CH:3][CH:4]=2)[CH2:10][CH2:11]1)=[O:16])([CH3:21])([CH3:20])[CH3:19], predict the reactants needed to synthesize it. The reactants are: Cl[C:2]1[N:7]=[CH:6][C:5]([O:8][CH:9]2[CH2:14][CH2:13][N:12]([C:15]([O:17][C:18]([CH3:21])([CH3:20])[CH3:19])=[O:16])[CH2:11][CH2:10]2)=[CH:4][CH:3]=1.[NH:22]1[C:30]2[C:25](=[CH:26][C:27]([NH:31][C:32](=[O:36])[O:33][CH2:34][CH3:35])=[CH:28][CH:29]=2)[CH:24]=[CH:23]1. (3) Given the product [CH3:1][S:2]([C:5]1[CH:6]=[C:7]([CH:11]=[C:12]([N+:19]([O-:21])=[O:20])[CH:13]=1)[C:8]([OH:10])=[O:9])(=[O:3])=[O:4], predict the reactants needed to synthesize it. The reactants are: [CH3:1][S:2]([C:5]1[CH:6]=[C:7]([CH:11]=[CH:12][CH:13]=1)[C:8]([OH:10])=[O:9])(=[O:4])=[O:3].S(=O)(=O)(O)O.[N+:19]([O-])([OH:21])=[O:20]. (4) The reactants are: [OH-].[Li+].O.C([O:6][C:7](=[O:19])[C:8]1[C:13]([CH:14]2[CH2:18][CH2:17][CH2:16][CH2:15]2)=[CH:12][CH:11]=[CH:10][CH:9]=1)C.[OH-].[Na+]. Given the product [CH:14]1([C:13]2[C:8]([C:7]([OH:19])=[O:6])=[CH:9][CH:10]=[CH:11][CH:12]=2)[CH2:15][CH2:16][CH2:17][CH2:18]1, predict the reactants needed to synthesize it. (5) Given the product [CH:20]([N:23]1[CH2:24][CH2:25][N:26]([CH2:29][C:30]2[CH:35]=[CH:34][C:33]([NH:36][C:17](=[O:19])[CH2:16][C:13]3[CH:12]=[CH:11][C:10]([N:5]4[CH:6]=[N:7][C:8]5[C:4]4=[N:3][CH:2]=[N:1][CH:9]=5)=[CH:15][CH:14]=3)=[CH:32][C:31]=2[C:37]([F:40])([F:39])[F:38])[CH2:27][CH2:28]1)([CH3:22])[CH3:21], predict the reactants needed to synthesize it. The reactants are: [N:1]1[CH:9]=[C:8]2[C:4]([N:5]([C:10]3[CH:15]=[CH:14][C:13]([CH2:16][C:17]([OH:19])=O)=[CH:12][CH:11]=3)[CH:6]=[N:7]2)=[N:3][CH:2]=1.[CH:20]([N:23]1[CH2:28][CH2:27][N:26]([CH2:29][C:30]2[CH:35]=[CH:34][C:33]([NH2:36])=[CH:32][C:31]=2[C:37]([F:40])([F:39])[F:38])[CH2:25][CH2:24]1)([CH3:22])[CH3:21]. (6) Given the product [NH2:1][C:2]1[C:3]2[C:10]([C:11]3[CH:31]=[CH:30][C:14]([CH2:15][NH:16][C:17]4[C:24]([C:25]5[O:26][CH:27]=[CH:28][N:29]=5)=[CH:23][C:20]([C:21]#[N:22])=[CH:19][N:18]=4)=[CH:13][CH:12]=3)=[CH:9][NH:8][C:4]=2[N:5]=[CH:6][N:7]=1, predict the reactants needed to synthesize it. The reactants are: [NH2:1][C:2]1[C:3]2[C:10]([C:11]3[CH:31]=[CH:30][C:14]([CH2:15][NH:16][C:17]4[C:24]([C:25]5[O:26][CH:27]=[CH:28][N:29]=5)=[CH:23][C:20]([C:21]#[N:22])=[CH:19][N:18]=4)=[CH:13][CH:12]=3)=[CH:9][N:8](S(C3C=CC=CC=3)(=O)=O)[C:4]=2[N:5]=[CH:6][N:7]=1.C([O-])([O-])=O.[K+].[K+]. (7) Given the product [N+:20]([C:15]1[CH:16]=[CH:17][CH:18]=[CH:19][C:14]=1[C:6]1[C:5]([C:3]([OH:2])=[O:4])=[CH:10][C:9]([C:11]2[S:13][CH:24]=[C:25]([C:27]3[CH:31]=[CH:30][S:29][CH:28]=3)[N:12]=2)=[CH:8][CH:7]=1)([O-:22])=[O:21], predict the reactants needed to synthesize it. The reactants are: C[O:2][C:3]([C:5]1[C:6]([C:14]2[CH:19]=[CH:18][CH:17]=[CH:16][C:15]=2[N+:20]([O-:22])=[O:21])=[CH:7][CH:8]=[C:9]([C:11](=[S:13])[NH2:12])[CH:10]=1)=[O:4].Br[CH2:24][C:25]([C:27]1[CH:31]=[CH:30][S:29][CH:28]=1)=O. (8) Given the product [CH:8]1([C:13]([N:15]2[CH2:20][CH:19]([C:21]3[CH:22]=[CH:23][C:24]([CH2:27][CH3:28])=[CH:25][CH:26]=3)[CH2:18][CH:17]([NH:29][C:35]([N:30]3[CH2:34][CH2:33][CH2:32][CH2:31]3)=[O:36])[CH2:16]2)=[O:14])[CH2:9][CH2:10][CH2:11][CH2:12]1, predict the reactants needed to synthesize it. The reactants are: FC(F)(F)C(O)=O.[CH:8]1([C:13]([N:15]2[CH2:20][CH:19]([C:21]3[CH:26]=[CH:25][C:24]([CH2:27][CH3:28])=[CH:23][CH:22]=3)[CH2:18][CH:17]([NH2:29])[CH2:16]2)=[O:14])[CH2:12][CH2:11][CH2:10][CH2:9]1.[N:30]1([C:35](Cl)=[O:36])[CH2:34][CH2:33][CH2:32][CH2:31]1.